From a dataset of Catalyst prediction with 721,799 reactions and 888 catalyst types from USPTO. Predict which catalyst facilitates the given reaction. (1) Reactant: [CH3:1][O:2][C:3](=[O:19])[CH2:4][C:5](=[O:18])[C@H:6]([NH:10][C:11]([O:13][C:14]([CH3:17])([CH3:16])[CH3:15])=[O:12])[CH:7]([CH3:9])[CH3:8].[BH4-].[K+]. Product: [CH3:1][O:2][C:3](=[O:19])[CH2:4][C@H:5]([OH:18])[C@H:6]([NH:10][C:11]([O:13][C:14]([CH3:17])([CH3:16])[CH3:15])=[O:12])[CH:7]([CH3:9])[CH3:8]. The catalyst class is: 5. (2) Reactant: [C-:1]#[N:2].[K+].[Cl:4][C:5]1[C:10]([CH2:11]Cl)=[CH:9][CH:8]=[CH:7][N:6]=1. Product: [Cl:4][C:5]1[C:10]([CH2:11][C:1]#[N:2])=[CH:9][CH:8]=[CH:7][N:6]=1. The catalyst class is: 88. (3) Product: [CH3:30][O:29][C:27](=[O:28])[CH2:26][CH2:25][N:9]1[C:10]2[C:6](=[CH:5][CH:4]=[C:3]([O:2][CH3:1])[CH:11]=2)[C:7]([S:12]([C:15]2[CH:20]=[CH:19][C:18]([CH3:21])=[CH:17][CH:16]=2)(=[O:14])=[O:13])=[CH:8]1. Reactant: [CH3:1][O:2][C:3]1[CH:11]=[C:10]2[C:6]([C:7]([S:12]([C:15]3[CH:20]=[CH:19][C:18]([CH3:21])=[CH:17][CH:16]=3)(=[O:14])=[O:13])=[CH:8][NH:9]2)=[CH:5][CH:4]=1.[H-].[Na+].Br[CH2:25][CH2:26][C:27]([O:29][CH3:30])=[O:28]. The catalyst class is: 39.